From a dataset of NCI-60 drug combinations with 297,098 pairs across 59 cell lines. Regression. Given two drug SMILES strings and cell line genomic features, predict the synergy score measuring deviation from expected non-interaction effect. (1) Drug 1: CC1=C(C=C(C=C1)NC2=NC=CC(=N2)N(C)C3=CC4=NN(C(=C4C=C3)C)C)S(=O)(=O)N.Cl. Drug 2: CCC1(CC2CC(C3=C(CCN(C2)C1)C4=CC=CC=C4N3)(C5=C(C=C6C(=C5)C78CCN9C7C(C=CC9)(C(C(C8N6C=O)(C(=O)OC)O)OC(=O)C)CC)OC)C(=O)OC)O.OS(=O)(=O)O. Cell line: HCC-2998. Synergy scores: CSS=29.9, Synergy_ZIP=12.1, Synergy_Bliss=11.5, Synergy_Loewe=-41.0, Synergy_HSA=1.74. (2) Drug 1: CC1CCC2CC(C(=CC=CC=CC(CC(C(=O)C(C(C(=CC(C(=O)CC(OC(=O)C3CCCCN3C(=O)C(=O)C1(O2)O)C(C)CC4CCC(C(C4)OC)OCCO)C)C)O)OC)C)C)C)OC. Drug 2: CC1C(C(CC(O1)OC2CC(CC3=C2C(=C4C(=C3O)C(=O)C5=CC=CC=C5C4=O)O)(C(=O)C)O)N)O. Cell line: SF-268. Synergy scores: CSS=43.7, Synergy_ZIP=0.245, Synergy_Bliss=0.0797, Synergy_Loewe=3.84, Synergy_HSA=4.71. (3) Cell line: SF-539. Drug 2: CCC(=C(C1=CC=CC=C1)C2=CC=C(C=C2)OCCN(C)C)C3=CC=CC=C3.C(C(=O)O)C(CC(=O)O)(C(=O)O)O. Drug 1: C1=CC(=CC=C1CCC2=CNC3=C2C(=O)NC(=N3)N)C(=O)NC(CCC(=O)O)C(=O)O. Synergy scores: CSS=31.5, Synergy_ZIP=1.60, Synergy_Bliss=-0.473, Synergy_Loewe=-20.2, Synergy_HSA=-0.236. (4) Drug 2: CCCCCOC(=O)NC1=NC(=O)N(C=C1F)C2C(C(C(O2)C)O)O. Drug 1: C1C(C(OC1N2C=C(C(=O)NC2=O)F)CO)O. Synergy scores: CSS=14.1, Synergy_ZIP=-8.15, Synergy_Bliss=-3.65, Synergy_Loewe=-8.46, Synergy_HSA=0.978. Cell line: BT-549.